Dataset: Full USPTO retrosynthesis dataset with 1.9M reactions from patents (1976-2016). Task: Predict the reactants needed to synthesize the given product. (1) Given the product [F:12][C:13]1[CH:18]=[CH:17][CH:16]=[CH:15][C:14]=1[C:2]1[CH:7]=[CH:6][C:5]([NH2:8])=[C:4]([N+:9]([O-:11])=[O:10])[CH:3]=1, predict the reactants needed to synthesize it. The reactants are: Br[C:2]1[CH:7]=[CH:6][C:5]([NH2:8])=[C:4]([N+:9]([O-:11])=[O:10])[CH:3]=1.[F:12][C:13]1[CH:18]=[CH:17][CH:16]=[CH:15][C:14]=1B(O)O.C([O-])(O)=O.[Na+]. (2) Given the product [C:29]([C:8]1([CH3:9])[O:7][C:6]2[C:17]3[CH:18]=[CH:19][CH:20]=[C:14]([O:13][CH3:31])[C:15]=3[CH:16]=[CH:12][C:21]=2[O:23][CH2:24]1)#[N:30], predict the reactants needed to synthesize it. The reactants are: B(F)(F)F.C[CH2:6][O:7][CH2:8][CH3:9].C([C@@:12]1([C:21]([O:23][CH3:24])=O)[CH2:16][C:15]2[CH:17]=[CH:18][CH:19]=[CH:20][C:14]=2[O:13]1)C.C[Si]([C:29]#[N:30])(C)C.[CH3:31]O. (3) Given the product [NH2:1][C:4]1[C:5](=[O:14])[N:6]([CH3:13])[C:7](=[O:12])[N:8]([CH3:11])[C:9]=1[CH3:10], predict the reactants needed to synthesize it. The reactants are: [N+:1]([C:4]1[C:5](=[O:14])[N:6]([CH3:13])[C:7](=[O:12])[N:8]([CH3:11])[C:9]=1[CH3:10])([O-])=O.CO. (4) Given the product [C:1]([O:5][C:6]([N:8]1[CH2:12][CH2:11][CH:10]([CH:13]([OH:18])[CH2:14][CH2:15][S:16][CH3:17])[CH2:9]1)=[O:7])([CH3:4])([CH3:3])[CH3:2], predict the reactants needed to synthesize it. The reactants are: [C:1]([O:5][C:6]([N:8]1[CH2:12][CH2:11][CH:10]([C:13](=[O:18])[CH2:14][CH2:15][S:16][CH3:17])[C:9]1=O)=[O:7])([CH3:4])([CH3:3])[CH3:2].S(C)C.